This data is from HIV replication inhibition screening data with 41,000+ compounds from the AIDS Antiviral Screen. The task is: Binary Classification. Given a drug SMILES string, predict its activity (active/inactive) in a high-throughput screening assay against a specified biological target. (1) The drug is c1ccc(N=C2SC(c3ccccc3)(c3ccccc3)c3ccccc32)cc1. The result is 0 (inactive). (2) The result is 0 (inactive). The compound is CSc1c(C#N)c(O)nc(S)c1C#N. (3) The molecule is C=CC1C2=C(C(=O)NCC2)C2OC(O)C3=C(CCNC3=O)C2C1C. The result is 0 (inactive). (4) The drug is COC1C=COC2(C)Oc3c(C)c(O)c4c(O)c(c(CNCc5ccccc5)c(O)c4c3C2=O)NC(=O)C(C)=CC=CC(C)C(O)C(C)C(O)C(C)C(OC(C)=O)C1C. The result is 0 (inactive). (5) The drug is O=C1CC(CC(O)C2CCCCC2O)CC(=O)N1Cc1ccccc1. The result is 0 (inactive).